From a dataset of Full USPTO retrosynthesis dataset with 1.9M reactions from patents (1976-2016). Predict the reactants needed to synthesize the given product. Given the product [CH:1]1([O:7][C:15]2[CH:14]=[CH:13][N:12]=[C:11]([C:19]#[N:20])[CH:16]=2)[CH2:6][CH2:5][CH2:4][CH2:3][CH2:2]1, predict the reactants needed to synthesize it. The reactants are: [CH:1]1([OH:7])[CH2:6][CH2:5][CH2:4][CH2:3][CH2:2]1.[H-].[Na+].Cl[C:11]1[CH:16]=[C:15](C#N)[CH:14]=[CH:13][N:12]=1.[CH3:19][N:20]1CCCC1=O.